Dataset: HIV replication inhibition screening data with 41,000+ compounds from the AIDS Antiviral Screen. Task: Binary Classification. Given a drug SMILES string, predict its activity (active/inactive) in a high-throughput screening assay against a specified biological target. The molecule is COC(=O)c1cc(C(=Cc2c(F)c(F)c(F)c(F)c2F)c2cc(Cl)c(OC)c(C(=O)OC)c2)cc(Cl)c1OC. The result is 0 (inactive).